From a dataset of Forward reaction prediction with 1.9M reactions from USPTO patents (1976-2016). Predict the product of the given reaction. Given the reactants [Cl:1][C:2]1[CH:9]=[CH:8][C:5]([CH:6]=O)=[CH:4][CH:3]=1.[C:10]([NH:13][CH2:14][C:15]([OH:17])=[O:16])(=O)[CH3:11].C([O-])(=O)C.[Na+], predict the reaction product. The product is: [Cl:1][C:2]1[CH:9]=[CH:8][C:5](/[CH:6]=[C:14]2\[N:13]=[C:10]([CH3:11])[O:17][C:15]\2=[O:16])=[CH:4][CH:3]=1.